Dataset: Full USPTO retrosynthesis dataset with 1.9M reactions from patents (1976-2016). Task: Predict the reactants needed to synthesize the given product. Given the product [CH3:1][C:2]1[N:6]([CH2:7][C:8]([F:11])([F:10])[F:9])[N:5]=[CH:4][C:3]=1[C:12]1[S:33][C:16]([C:18]2[CH:19]=[N:20][CH:21]=[CH:22][CH:23]=2)=[N:15][N:14]=1, predict the reactants needed to synthesize it. The reactants are: [CH3:1][C:2]1[N:6]([CH2:7][C:8]([F:11])([F:10])[F:9])[N:5]=[CH:4][C:3]=1[C:12]([NH:14][NH:15][C:16]([C:18]1[CH:19]=[N:20][CH:21]=[CH:22][CH:23]=1)=O)=O.COC1C=CC(P2(SP(C3C=CC(OC)=CC=3)(=S)S2)=[S:33])=CC=1.